This data is from Forward reaction prediction with 1.9M reactions from USPTO patents (1976-2016). The task is: Predict the product of the given reaction. The product is: [ClH:57].[ClH:70].[ClH:57].[NH2:8][C:9]1([C:12]([N:36]2[CH2:35][CH2:34][N:33]3[C@H:28]([CH:15]([C:16]4[CH:17]=[CH:18][CH:19]=[CH:20][CH:21]=4)[C:22]4[CH:27]=[CH:26][CH:25]=[CH:24][CH:23]=4)[CH2:29][N:30]([CH2:38][C:39]4[CH:44]=[C:43]([N:45]5[C:49]([C:50]([F:51])([F:52])[F:53])=[N:48][N:47]=[N:46]5)[CH:42]=[CH:41][C:40]=4[O:54][CH3:55])[CH2:31][C@@H:32]3[CH2:37]2)=[O:14])[CH2:10][CH2:11]1. Given the reactants C(OC([NH:8][C:9]1([C:12]([OH:14])=O)[CH2:11][CH2:10]1)=O)(C)(C)C.[CH:15]([C@H:28]1[N:33]2[CH2:34][CH2:35][NH:36][CH2:37][C@H:32]2[CH2:31][N:30]([CH2:38][C:39]2[CH:44]=[C:43]([N:45]3[C:49]([C:50]([F:53])([F:52])[F:51])=[N:48][N:47]=[N:46]3)[CH:42]=[CH:41][C:40]=2[O:54][CH3:55])[CH2:29]1)([C:22]1[CH:27]=[CH:26][CH:25]=[CH:24][CH:23]=1)[C:16]1[CH:21]=[CH:20][CH:19]=[CH:18][CH:17]=1.[I-].[Cl:57]C1C=CC=C[N+]=1C.C(=O)([O-])O.[Na+].[ClH:70], predict the reaction product.